From a dataset of Forward reaction prediction with 1.9M reactions from USPTO patents (1976-2016). Predict the product of the given reaction. Given the reactants C(OC([N:8]1[CH2:12][C@@H:11]([NH:13][C:14]([C:16]2[S:17][C:18]([Cl:21])=[CH:19][CH:20]=2)=[O:15])[CH2:10][C@H:9]1[C:22](=[O:38])[NH:23][C:24]1[CH:29]=[CH:28][C:27]([N:30]2[CH:35]=[CH:34][CH:33]=[CH:32][C:31]2=[O:36])=[CH:26][C:25]=1[F:37])=O)(C)(C)C.[C:39]([OH:45])([C:41]([F:44])([F:43])[F:42])=[O:40], predict the reaction product. The product is: [F:42][C:41]([F:44])([F:43])[C:39]([OH:45])=[O:40].[F:37][C:25]1[CH:26]=[C:27]([N:30]2[CH:35]=[CH:34][CH:33]=[CH:32][C:31]2=[O:36])[CH:28]=[CH:29][C:24]=1[NH:23][C:22]([C@@H:9]1[CH2:10][C@H:11]([NH:13][C:14]([C:16]2[S:17][C:18]([Cl:21])=[CH:19][CH:20]=2)=[O:15])[CH2:12][NH:8]1)=[O:38].